From a dataset of Peptide-MHC class I binding affinity with 185,985 pairs from IEDB/IMGT. Regression. Given a peptide amino acid sequence and an MHC pseudo amino acid sequence, predict their binding affinity value. This is MHC class I binding data. (1) The peptide sequence is RTFSILNRK. The MHC is HLA-A02:03 with pseudo-sequence HLA-A02:03. The binding affinity (normalized) is 0.0847. (2) The peptide sequence is KHLCRLIRGKM. The MHC is Mamu-A07 with pseudo-sequence Mamu-A07. The binding affinity (normalized) is 0. (3) The peptide sequence is YMKERFTVL. The MHC is HLA-C07:01 with pseudo-sequence HLA-C07:01. The binding affinity (normalized) is 0.537. (4) The peptide sequence is AFHHMAREL. The MHC is HLA-B15:03 with pseudo-sequence HLA-B15:03. The binding affinity (normalized) is 0.0984.